Dataset: Full USPTO retrosynthesis dataset with 1.9M reactions from patents (1976-2016). Task: Predict the reactants needed to synthesize the given product. (1) The reactants are: [CH2:1]([N:8]1[C:12]([CH3:13])=[C:11]([C:14]([OH:16])=O)[N:10]=[CH:9]1)[C:2]1[CH:7]=[CH:6][CH:5]=[CH:4][CH:3]=1.C(N(C(C)C)CC)(C)C.CN([C:29]([O:33][N:34]1N=NC2C=CC=C[C:35]1=2)=[N+](C)C)C.F[P-](F)(F)(F)(F)F.CONC. Given the product [CH3:29][O:33][N:34]([CH3:35])[C:14]([C:11]1[N:10]=[CH:9][N:8]([CH2:1][C:2]2[CH:3]=[CH:4][CH:5]=[CH:6][CH:7]=2)[C:12]=1[CH3:13])=[O:16], predict the reactants needed to synthesize it. (2) Given the product [Cl:1][C:2]1[C:3](=[O:10])[CH:4]=[C:5]([Cl:9])[C:6](=[O:8])[C:7]=1[C:21]1[C:20]2[C:24](=[CH:25][CH:26]=[C:18]([O:17][CH3:16])[CH:19]=2)[NH:23][CH:22]=1, predict the reactants needed to synthesize it. The reactants are: [Cl:1][C:2]1[C:3](=[O:10])[CH:4]=[C:5]([Cl:9])[C:6](=[O:8])[CH:7]=1.OS(O)(=O)=O.[CH3:16][O:17][C:18]1[CH:19]=[C:20]2[C:24](=[CH:25][CH:26]=1)[NH:23][CH:22]=[CH:21]2.C(C1C(=O)C(Cl)=C(Cl)C(=O)C=1C#N)#N. (3) Given the product [Cl:31][C:30]1[CH:29]=[N+:28]([O-:32])[CH:27]=[C:26]([Cl:33])[C:25]=1[CH2:24][C@@H:23]([C:34]1[CH:39]=[CH:38][C:37]([O:40][CH:41]([F:42])[F:43])=[C:36]([O:44][CH2:45][CH:46]2[CH2:48][CH2:47]2)[CH:35]=1)[O:22][C:20]([CH:16]1[N:15]([S:12]([C:6]2[CH:7]=[CH:8][C:9]([O:10][CH3:11])=[C:4]([C:1](=[O:2])[N:51]([CH3:52])[CH3:50])[CH:5]=2)(=[O:14])=[O:13])[CH2:19][CH2:18][S:17]1)=[O:21], predict the reactants needed to synthesize it. The reactants are: [C:1]([C:4]1[CH:5]=[C:6]([S:12]([N:15]2[CH2:19][CH2:18][S:17][CH:16]2[C:20]([O:22][C@H:23]([C:34]2[CH:39]=[CH:38][C:37]([O:40][CH:41]([F:43])[F:42])=[C:36]([O:44][CH2:45][CH:46]3[CH2:48][CH2:47]3)[CH:35]=2)[CH2:24][C:25]2[C:30]([Cl:31])=[CH:29][N+:28]([O-:32])=[CH:27][C:26]=2[Cl:33])=[O:21])(=[O:14])=[O:13])[CH:7]=[CH:8][C:9]=1[O:10][CH3:11])(O)=[O:2].C1N=[CH:52][N:51](C(N2C=NC=C2)=O)[CH:50]=1.CNC. (4) Given the product [F:20][C:15]1[CH:16]=[CH:17][CH:18]=[CH:19][C:14]=1[CH2:13][N:10]1[C:11](=[O:12])[C:6]([C:4]([NH:25][CH2:26][C:27]([OH:29])=[O:28])=[O:5])=[C:7]([OH:24])[C:8]2=[CH:23][CH:22]=[CH:21][N:9]12, predict the reactants needed to synthesize it. The reactants are: C(O[C:4]([C:6]1[C:11](=[O:12])[N:10]([CH2:13][C:14]2[CH:19]=[CH:18][CH:17]=[CH:16][C:15]=2[F:20])[N:9]2[CH:21]=[CH:22][CH:23]=[C:8]2[C:7]=1[OH:24])=[O:5])C.[NH2:25][CH2:26][C:27]([O-:29])=[O:28].[Na+]. (5) The reactants are: Cl.[OH:2][CH:3]1[O:11][C@H:10]([CH2:12][OH:13])[C@@H:8]([OH:9])[C@H:6]([OH:7])[C@H:4]1[NH2:5].C(N(CC)CC)C.[F:21][C:22]([F:33])([F:32])[C:23](O[C:23](=[O:24])[C:22]([F:33])([F:32])[F:21])=[O:24].O. Given the product [F:21][C:22]([F:33])([F:32])[C:23]([NH:5][C@@H:4]1[C@@H:6]([OH:7])[C@H:8]([OH:9])[C@@H:10]([CH2:12][OH:13])[O:11][CH:3]1[OH:2])=[O:24], predict the reactants needed to synthesize it.